Dataset: Forward reaction prediction with 1.9M reactions from USPTO patents (1976-2016). Task: Predict the product of the given reaction. (1) Given the reactants [CH2:1]([O:3][C:4]1[CH:5]=[C:6]([CH2:18][OH:19])[CH:7]=[C:8]([O:15][CH2:16][CH3:17])[C:9]=1[N:10]1[CH:14]=[CH:13][CH:12]=[CH:11]1)[CH3:2], predict the reaction product. The product is: [CH2:16]([O:15][C:8]1[CH:7]=[C:6]([CH:5]=[C:4]([O:3][CH2:1][CH3:2])[C:9]=1[N:10]1[CH:14]=[CH:13][CH:12]=[CH:11]1)[CH:18]=[O:19])[CH3:17]. (2) Given the reactants [Cl:1][C:2]1[CH:30]=[CH:29][C:5]([CH2:6][NH:7][C:8]([C:10]2[CH:11]=[N:12][C:13]3[C:18]([C:19]=2[OH:20])=[CH:17][C:16]([CH2:21][N:22]2[CH2:27][CH2:26][O:25][CH2:24][CH2:23]2)=[CH:15][C:14]=3I)=[O:9])=[CH:4][CH:3]=1.ClCCl.[CH3:34][N:35]([CH3:39])[CH2:36][C:37]#[CH:38], predict the reaction product. The product is: [Cl:1][C:2]1[CH:30]=[CH:29][C:5]([CH2:6][NH:7][C:8]([C:10]2[C:19](=[O:20])[C:18]3[C:13]4=[C:14]([CH:38]=[C:37]([CH2:36][N:35]([CH3:39])[CH3:34])[N:12]4[CH:11]=2)[CH:15]=[C:16]([CH2:21][N:22]2[CH2:27][CH2:26][O:25][CH2:24][CH2:23]2)[CH:17]=3)=[O:9])=[CH:4][CH:3]=1.